From a dataset of Full USPTO retrosynthesis dataset with 1.9M reactions from patents (1976-2016). Predict the reactants needed to synthesize the given product. (1) Given the product [CH:1]1([C@H:7]([NH:9][CH2:11][C:12]([CH3:14])([CH3:13])[OH:10])[CH3:8])[CH2:6][CH2:5][CH2:4][CH2:3][CH2:2]1, predict the reactants needed to synthesize it. The reactants are: [CH:1]1([C@H:7]([NH2:9])[CH3:8])[CH2:6][CH2:5][CH2:4][CH2:3][CH2:2]1.[O:10]1[C:12]([CH3:14])([CH3:13])[CH2:11]1. (2) Given the product [CH3:11][O:10][CH2:9][O:8][C:4]1[CH:3]=[C:2]([C:34](=[O:35])[CH2:36][CH2:37][NH:38][C:39](=[O:45])[O:40][C:41]([CH3:42])([CH3:43])[CH3:44])[CH:7]=[CH:6][CH:5]=1, predict the reactants needed to synthesize it. The reactants are: Br[C:2]1[CH:7]=[CH:6][CH:5]=[C:4]([O:8][CH2:9][O:10][CH3:11])[CH:3]=1.BrC1C=C(O)C=CC=1.C([Li])CCC.CCCCCC.CON(C)[C:34]([CH2:36][CH2:37][NH:38][C:39](=[O:45])[O:40][C:41]([CH3:44])([CH3:43])[CH3:42])=[O:35].C(OC(NCCC(O)=O)=O)(C)(C)C.Cl.CNOC.[Cl-].[NH4+]. (3) Given the product [CH:3]1[C:4]2=[C:13]3[CH:8]([CH2:7][CH2:6][CH2:5]2)[CH2:9][CH2:10][CH2:11][C:12]3=[CH:1][C:2]=1[NH:14][C:15]([C:17]1[CH:18]=[CH:19][C:20]([C:21]([OH:23])=[O:22])=[CH:25][CH:26]=1)=[O:16], predict the reactants needed to synthesize it. The reactants are: [CH:1]1[C:12]2=[C:13]3[CH:8]([CH2:9][CH2:10][CH2:11]2)[CH2:7][CH2:6][CH2:5][C:4]3=[CH:3][C:2]=1[NH:14][C:15]([C:17]1[CH:26]=[CH:25][C:20]([C:21]([O:23]C)=[O:22])=[CH:19][CH:18]=1)=[O:16].[OH-].[Na+].Cl. (4) Given the product [CH2:24]([O:26][C:27](=[O:39])[C:28]([CH3:29])([C:30]1[CH:35]=[CH:34][CH:33]=[CH:32][CH:31]=1)[C:36]([N:11]([C:5]1[CH:6]=[CH:7][C:8]([O:9][CH3:10])=[C:3]([O:2][CH3:1])[CH:4]=1)[CH2:12][CH2:13][C:14]1[CH:19]=[CH:18][C:17]([C:20]([F:22])([F:21])[F:23])=[CH:16][CH:15]=1)=[O:37])[CH3:25], predict the reactants needed to synthesize it. The reactants are: [CH3:1][O:2][C:3]1[CH:4]=[C:5]([NH:11][CH2:12][CH2:13][C:14]2[CH:19]=[CH:18][C:17]([C:20]([F:23])([F:22])[F:21])=[CH:16][CH:15]=2)[CH:6]=[CH:7][C:8]=1[O:9][CH3:10].[CH2:24]([O:26][C:27](=[O:39])[C:28]([C:36](Cl)=[O:37])([C:30]1[CH:35]=[CH:34][CH:33]=[CH:32][CH:31]=1)[CH3:29])[CH3:25].C(N(CC)CC)C. (5) Given the product [Cl:8][C:9]1[CH:17]=[C:16]2[C:12]([C:13]([C:25](=[O:26])[CH:36]([C:28]3[N:27]=[C:31]4[CH:32]=[CH:33][CH:34]=[CH:35][N:30]4[CH:29]=3)[NH:37][C:38]3[CH:43]=[CH:42][CH:41]=[C:40]([O:44][CH3:45])[CH:39]=3)=[CH:14][NH:15]2)=[CH:11][CH:10]=1, predict the reactants needed to synthesize it. The reactants are: C(N(CC)CC)C.[Cl:8][C:9]1[CH:17]=[C:16]2[C:12]([C:13]([CH:25]=[O:26])=[CH:14][N:15]2C(OC(C)(C)C)=O)=[CH:11][CH:10]=1.[N:27]1[C:28]([CH:36]=[N:37][C:38]2[CH:43]=[CH:42][CH:41]=[C:40]([O:44][CH3:45])[CH:39]=2)=[CH:29][N:30]2[CH:35]=[CH:34][CH:33]=[CH:32][C:31]=12. (6) Given the product [NH2:7][C@@H:8]([CH3:19])[C@@H:9]([C:11]1[CH:16]=[CH:15][C:14]([CH2:17][CH3:18])=[CH:13][CH:12]=1)[OH:10], predict the reactants needed to synthesize it. The reactants are: C(OC(=O)[NH:7][C@@H:8]([CH3:19])[C@@H:9]([C:11]1[CH:16]=[CH:15][C:14]([CH2:17][CH3:18])=[CH:13][CH:12]=1)[OH:10])(C)(C)C.Cl. (7) Given the product [N+:37]([C:21]1[CH:22]=[C:23]([C:24]([C:26]2[CH:34]=[CH:33][CH:32]=[CH:31][C:27]=2[C:28]([OH:30])=[O:29])=[O:25])[CH:35]=[CH:36][C:20]=1[N:2]1[CH2:3][CH2:4][CH:5]([N:8]2[C:13]3[CH:14]=[CH:15][CH:16]=[CH:17][C:12]=3[CH2:11][O:10][C:9]2=[O:18])[CH2:6][CH2:7]1)([O-:39])=[O:38], predict the reactants needed to synthesize it. The reactants are: Cl.[NH:2]1[CH2:7][CH2:6][CH:5]([N:8]2[C:13]3[CH:14]=[CH:15][CH:16]=[CH:17][C:12]=3[CH2:11][O:10][C:9]2=[O:18])[CH2:4][CH2:3]1.Cl[C:20]1[CH:36]=[CH:35][C:23]([C:24]([C:26]2[CH:34]=[CH:33][CH:32]=[CH:31][C:27]=2[C:28]([OH:30])=[O:29])=[O:25])=[CH:22][C:21]=1[N+:37]([O-:39])=[O:38].C(N(CC)CC)C.